Dataset: Catalyst prediction with 721,799 reactions and 888 catalyst types from USPTO. Task: Predict which catalyst facilitates the given reaction. (1) Reactant: [NH2:1][C:2]1[CH:3]=[C:4]2[C:9](=[CH:10][CH:11]=1)/[C:8](=[N:12]/O)/[CH2:7][CH2:6][CH2:5]2.[OH-:14].[Na+]. Product: [NH2:1][C:2]1[CH:11]=[CH:10][C:9]2[C:8](=[O:14])[NH:12][CH2:7][CH2:6][CH2:5][C:4]=2[CH:3]=1. The catalyst class is: 6. (2) Reactant: Cl[C:2]1[C:3]([C:12]([F:15])([F:14])[F:13])=[CH:4][C:5]([N+:9]([O-:11])=[O:10])=[C:6]([CH:8]=1)[NH2:7].CC(C)([O-])C.[K+].[OH:22][C:23]1[CH:30]=[CH:29][C:26]([CH:27]=[O:28])=[CH:25][CH:24]=1.O. Product: [NH2:7][C:6]1[C:5]([N+:9]([O-:11])=[O:10])=[CH:4][C:3]([C:12]([F:15])([F:14])[F:13])=[C:2]([O:22][C:23]2[CH:30]=[CH:29][C:26]([CH:27]=[O:28])=[CH:25][CH:24]=2)[CH:8]=1. The catalyst class is: 9.